This data is from Full USPTO retrosynthesis dataset with 1.9M reactions from patents (1976-2016). The task is: Predict the reactants needed to synthesize the given product. (1) Given the product [C:14]([O:13][C:11]([N:1]1[CH2:6][CH2:5][CH:4]([CH2:7][C:8]([OH:10])=[O:9])[CH2:3][CH2:2]1)=[O:12])([CH3:17])([CH3:16])[CH3:15], predict the reactants needed to synthesize it. The reactants are: [NH:1]1[CH2:6][CH2:5][CH:4]([CH2:7][C:8]([OH:10])=[O:9])[CH2:3][CH2:2]1.[C:11](O[C:11]([O:13][C:14]([CH3:17])([CH3:16])[CH3:15])=[O:12])([O:13][C:14]([CH3:17])([CH3:16])[CH3:15])=[O:12].C(=O)(O)[O-].[Na+]. (2) Given the product [Si:26]([O:33][CH2:34][C:35]1[N:36]2[CH:55]=[N:54][C:53]([S:56][CH3:57])=[C:37]2[S:38][C:39]=1[C:8]1[CH2:9][C@@H:5]2[C@@H:4]([C@H:2]([OH:1])[CH3:3])[C:24](=[O:25])[N:6]2[C:7]=1[C:11]([O:13][CH2:14][C:15]1[CH:16]=[CH:17][C:18]([N+:21]([O-:23])=[O:22])=[CH:19][CH:20]=1)=[O:12])([C:29]([CH3:32])([CH3:31])[CH3:30])([CH3:28])[CH3:27], predict the reactants needed to synthesize it. The reactants are: [OH:1][C@@H:2]([C@H:4]1[C:24](=[O:25])[N:6]2[C@@H:7]([C:11]([O:13][CH2:14][C:15]3[CH:20]=[CH:19][C:18]([N+:21]([O-:23])=[O:22])=[CH:17][CH:16]=3)=[O:12])[C:8](=O)[CH2:9][C@H:5]12)[CH3:3].[Si:26]([O:33][CH2:34][C:35]1[N:36]2[CH:55]=[N:54][C:53]([S:56][CH3:57])=[C:37]2[S:38][C:39]=1[Sn](CCCC)(CCCC)CCCC)([C:29]([CH3:32])([CH3:31])[CH3:30])([CH3:28])[CH3:27]. (3) The reactants are: O1CCCC1.[N:6]1([C:16]([O:18][C:19]([CH3:22])([CH3:21])[CH3:20])=[O:17])[CH2:11][CH2:10][NH:9][CH:8]([C:12]([O:14][CH3:15])=[O:13])[CH2:7]1.C(=O)([O-])[O-].[Na+].[Na+].Cl[C:30]1[N:35]=[CH:34][N:33]([CH2:36][C:37]2[CH:42]=[CH:41][C:40]([Cl:43])=[CH:39][CH:38]=2)[C:32](=[O:44])[N:31]=1. Given the product [Cl:43][C:40]1[CH:41]=[CH:42][C:37]([CH2:36][N:33]2[CH:34]=[N:35][C:30]([N:9]3[CH2:10][CH2:11][N:6]([C:16]([O:18][C:19]([CH3:22])([CH3:21])[CH3:20])=[O:17])[CH2:7][CH:8]3[C:12]([O:14][CH3:15])=[O:13])=[N:31][C:32]2=[O:44])=[CH:38][CH:39]=1, predict the reactants needed to synthesize it. (4) Given the product [Cl:8][C:9]1[C:25]([F:26])=[CH:24][CH:23]=[C:22]([Cl:27])[C:10]=1[CH2:11][O:12][C:13]1[C:14]([NH2:19])=[N:15][CH:16]=[CH:17][CH:18]=1, predict the reactants needed to synthesize it. The reactants are: CC(O)=O.CCO.[Cl:8][C:9]1[C:25]([F:26])=[CH:24][CH:23]=[C:22]([Cl:27])[C:10]=1[CH2:11][O:12][C:13]1[C:14]([N+:19]([O-])=O)=[N:15][CH:16]=[CH:17][CH:18]=1.C(=O)([O-])[O-].[Na+].[Na+].